Dataset: Full USPTO retrosynthesis dataset with 1.9M reactions from patents (1976-2016). Task: Predict the reactants needed to synthesize the given product. (1) The reactants are: [C:1]([C:4]1[O:8][C:7]2[C:9](=[O:18])[C:10]3[C:15]([C:16](=[O:17])[C:6]=2[CH:5]=1)=[CH:14][CH:13]=[CH:12][CH:11]=3)(=[O:3])[CH3:2].C(N([CH2:24][CH3:25])CC)C.S(S([O-])=O)([O-])=O.[Na+].[Na+].[C:34](Cl)(=[O:42])[CH2:35][CH2:36][CH2:37][CH2:38][CH2:39][CH2:40][CH3:41]. Given the product [C:1]([C:4]1[O:8][C:7]2[C:9]([O:18][C:1](=[O:3])[CH2:4][CH2:5][CH2:6][CH2:7][CH2:9][CH2:24][CH3:25])=[C:10]3[C:15](=[C:16]([O:17][C:34](=[O:42])[CH2:35][CH2:36][CH2:37][CH2:38][CH2:39][CH2:40][CH3:41])[C:6]=2[CH:5]=1)[CH:14]=[CH:13][CH:12]=[CH:11]3)(=[O:3])[CH3:2], predict the reactants needed to synthesize it. (2) Given the product [N:34]1[C:35]2[C:40](=[CH:39][CH:38]=[CH:37][CH:36]=2)[CH:41]=[CH:42][C:33]=1[C:30]1[N:29]=[C:28]([CH:25]2[CH2:26][CH2:27][N:22]([C:5]([O:6][CH:7]3[CH2:17][CH2:18][CH2:13][CH2:14][CH2:15]3)=[O:11])[CH2:23][CH2:24]2)[O:32][N:31]=1, predict the reactants needed to synthesize it. The reactants are: ClC(Cl)(O[C:5](=[O:11])[O:6][C:7](Cl)(Cl)Cl)Cl.[CH:13]1(O)[CH2:18][CH2:17]C[CH2:15][CH2:14]1.[Cl-].[Cl-].[NH2+:22]1[CH2:27][CH2:26][CH:25]([C:28]2[O:32][N:31]=[C:30]([C:33]3[CH:42]=[CH:41][C:40]4[C:35](=[CH:36][CH:37]=[CH:38][CH:39]=4)[NH+:34]=3)[N:29]=2)[CH2:24][CH2:23]1. (3) Given the product [Cl:1][C:2]1[N:9]=[C:8]([Cl:10])[C:7]([CH:11]2[CH2:12][CH2:13]2)=[CH:6][C:3]=1[C:4]([NH2:5])=[O:15], predict the reactants needed to synthesize it. The reactants are: [Cl:1][C:2]1[N:9]=[C:8]([Cl:10])[C:7]([CH:11]2[CH2:13][CH2:12]2)=[CH:6][C:3]=1[C:4]#[N:5].C([O-])([O-])=[O:15].[K+].[K+].OO.O. (4) Given the product [CH3:21][N:22]1[CH2:23][CH2:24][CH:25]([C:28]2[CH:40]=[CH:39][C:31]([C:32]([O:34][C:35]([CH3:38])([CH3:36])[CH3:37])=[O:33])=[C:30]([N:41]([CH:42]3[CH2:47][CH2:46][O:45][CH2:44][CH2:43]3)[C:13](=[O:18])[C:14]([F:15])([F:16])[F:17])[CH:29]=2)[CH2:26][CH2:27]1, predict the reactants needed to synthesize it. The reactants are: C(N(CC)CC)C.[F:15][C:14]([F:17])([F:16])[C:13](O[C:13](=[O:18])[C:14]([F:17])([F:16])[F:15])=[O:18].[CH3:21][N:22]1[CH2:27][CH2:26][CH:25]([C:28]2[CH:40]=[CH:39][C:31]([C:32]([O:34][C:35]([CH3:38])([CH3:37])[CH3:36])=[O:33])=[C:30]([NH:41][CH:42]3[CH2:47][CH2:46][O:45][CH2:44][CH2:43]3)[CH:29]=2)[CH2:24][CH2:23]1.O. (5) Given the product [OH:35][CH2:34][C:33]([C:30]1[CH:31]=[CH:32][C:27]([CH2:26][N:16]([CH2:15][C:11]2[CH:10]=[C:9]([CH:14]=[CH:13][CH:12]=2)[O:8][CH2:7][C:6]([OH:38])=[O:5])[S:17]([C:20]2[CH:21]=[N:22][CH:23]=[CH:24][CH:25]=2)(=[O:19])=[O:18])=[CH:28][CH:29]=1)([CH3:37])[CH3:36], predict the reactants needed to synthesize it. The reactants are: C([O:5][C:6](=[O:38])[CH2:7][O:8][C:9]1[CH:14]=[CH:13][CH:12]=[C:11]([CH2:15][N:16]([CH2:26][C:27]2[CH:32]=[CH:31][C:30]([C:33]([CH3:37])([CH3:36])[CH2:34][OH:35])=[CH:29][CH:28]=2)[S:17]([C:20]2[CH:21]=[N:22][CH:23]=[CH:24][CH:25]=2)(=[O:19])=[O:18])[CH:10]=1)(C)(C)C.FC(F)(F)C(O)=O. (6) Given the product [CH3:25][CH:22]1[CH2:21][CH2:20][CH:19]([C:17]([N:10]([CH:11]2[CH2:12][CH2:13][NH:14][CH2:15][CH2:16]2)[C:9]2[CH:8]=[C:7]([C:26]3[CH:31]=[CH:30][CH:29]=[CH:28][CH:27]=3)[S:6][C:5]=2[C:3]([OH:4])=[O:2])=[O:18])[CH2:24][CH2:23]1, predict the reactants needed to synthesize it. The reactants are: C[O:2][C:3]([C:5]1[S:6][C:7]([C:26]2[CH:31]=[CH:30][CH:29]=[CH:28][CH:27]=2)=[CH:8][C:9]=1[N:10]([C:17]([CH:19]1[CH2:24][CH2:23][CH:22]([CH3:25])[CH2:21][CH2:20]1)=[O:18])[CH:11]1[CH2:16][CH2:15][NH:14][CH2:13][CH2:12]1)=[O:4].O.[Li+].[OH-].Cl. (7) Given the product [C:30]([C:34]1[CH:47]=[CH:46][C:45]2[C:44]([C:2]3[CH:7]=[CH:6][C:5]([C:8]4[O:9][C:10]([C:13]5[CH:18]=[CH:17][CH:16]=[CH:15][CH:14]=5)=[N:11][N:12]=4)=[CH:4][CH:3]=3)([OH:48])[C:43]3[C:38](=[CH:39][CH:40]=[CH:41][CH:42]=3)[C:37]([C:21]3[CH:20]=[CH:19][C:24]([C:10]4[O:9][C:28]([C:27]5[CH:7]=[CH:2][CH:3]=[CH:25][CH:26]=5)=[N:12][N:11]=4)=[CH:23][CH:22]=3)([OH:49])[C:36]=2[CH:35]=1)([CH3:33])([CH3:31])[CH3:32], predict the reactants needed to synthesize it. The reactants are: Br[C:2]1[CH:7]=[CH:6][C:5]([C:8]2[O:9][C:10]([C:13]3[CH:18]=[CH:17][CH:16]=[CH:15][CH:14]=3)=[N:11][N:12]=2)=[CH:4][CH:3]=1.[CH3:19][CH2:20][CH2:21][CH2:22][CH2:23][CH3:24].[CH2:25]([Li])[CH2:26][CH2:27][CH3:28].[C:30]([C:34]1[CH:47]=[CH:46][C:45]2[C:44](=[O:48])[C:43]3[C:38](=[CH:39][CH:40]=[CH:41][CH:42]=3)[C:37](=[O:49])[C:36]=2[CH:35]=1)([CH3:33])([CH3:32])[CH3:31]. (8) Given the product [Si:27]([O:13][CH2:12][C@H:11]1[O:14][C@@H:7]([N:6]2[CH:15]=[C:2]([I:1])[C:3](=[O:17])[NH:4][C:5]2=[O:16])[CH2:8][C@@H:9]1[OH:10])([C:24]([CH3:26])([CH3:25])[CH3:23])([CH3:29])[CH3:28], predict the reactants needed to synthesize it. The reactants are: [I:1][C:2]1[C:3](=[O:17])[NH:4][C:5](=[O:16])[N:6]([CH:15]=1)[C@@H:7]1[O:14][C@H:11]([CH2:12][OH:13])[C@@H:9]([OH:10])[CH2:8]1.N1C=CN=C1.[CH3:23][C:24]([Si:27](Cl)([CH3:29])[CH3:28])([CH3:26])[CH3:25]. (9) Given the product [OH:31][C:28]([C:27]1[CH:26]=[CH:25][N:24]=[CH:23][C:22]=1[C:8]1[CH:9]=[CH:10][C:5]2[O:4][C:3](=[O:20])[N:2]([CH3:1])[C:6]=2[CH:7]=1)([CH3:30])[CH3:29], predict the reactants needed to synthesize it. The reactants are: [CH3:1][N:2]1[C:6]2[CH:7]=[C:8](B3OC(C)(C)C(C)(C)O3)[CH:9]=[CH:10][C:5]=2[O:4][C:3]1=[O:20].Br[C:22]1[CH:23]=[N:24][CH:25]=[CH:26][C:27]=1[C:28]([OH:31])([CH3:30])[CH3:29].C([O-])([O-])=O.[Na+].[Na+].